Task: Regression. Given two drug SMILES strings and cell line genomic features, predict the synergy score measuring deviation from expected non-interaction effect.. Dataset: NCI-60 drug combinations with 297,098 pairs across 59 cell lines (1) Drug 1: CC12CCC(CC1=CCC3C2CCC4(C3CC=C4C5=CN=CC=C5)C)O. Drug 2: C1=CN(C=N1)CC(O)(P(=O)(O)O)P(=O)(O)O. Cell line: HT29. Synergy scores: CSS=10.6, Synergy_ZIP=-0.794, Synergy_Bliss=2.06, Synergy_Loewe=-3.72, Synergy_HSA=-0.0671. (2) Drug 1: C1=CC(=CC=C1C#N)C(C2=CC=C(C=C2)C#N)N3C=NC=N3. Drug 2: CC1C(C(=O)NC(C(=O)N2CCCC2C(=O)N(CC(=O)N(C(C(=O)O1)C(C)C)C)C)C(C)C)NC(=O)C3=C4C(=C(C=C3)C)OC5=C(C(=O)C(=C(C5=N4)C(=O)NC6C(OC(=O)C(N(C(=O)CN(C(=O)C7CCCN7C(=O)C(NC6=O)C(C)C)C)C)C(C)C)C)N)C. Cell line: UACC62. Synergy scores: CSS=6.34, Synergy_ZIP=-2.40, Synergy_Bliss=0.446, Synergy_Loewe=0.203, Synergy_HSA=1.41. (3) Drug 1: CC1=C(C=C(C=C1)NC2=NC=CC(=N2)N(C)C3=CC4=NN(C(=C4C=C3)C)C)S(=O)(=O)N.Cl. Drug 2: CC1C(C(CC(O1)OC2CC(CC3=C2C(=C4C(=C3O)C(=O)C5=C(C4=O)C(=CC=C5)OC)O)(C(=O)C)O)N)O.Cl. Cell line: OVCAR-5. Synergy scores: CSS=26.2, Synergy_ZIP=-4.23, Synergy_Bliss=6.12, Synergy_Loewe=-19.2, Synergy_HSA=3.61. (4) Drug 1: CC1=C2C(C(=O)C3(C(CC4C(C3C(C(C2(C)C)(CC1OC(=O)C(C(C5=CC=CC=C5)NC(=O)C6=CC=CC=C6)O)O)OC(=O)C7=CC=CC=C7)(CO4)OC(=O)C)O)C)OC(=O)C. Drug 2: B(C(CC(C)C)NC(=O)C(CC1=CC=CC=C1)NC(=O)C2=NC=CN=C2)(O)O. Cell line: RXF 393. Synergy scores: CSS=52.6, Synergy_ZIP=-5.48, Synergy_Bliss=-1.25, Synergy_Loewe=-12.8, Synergy_HSA=-1.97. (5) Drug 1: CN(C)C1=NC(=NC(=N1)N(C)C)N(C)C. Drug 2: CN(CCCl)CCCl.Cl. Cell line: SF-539. Synergy scores: CSS=-5.74, Synergy_ZIP=-2.75, Synergy_Bliss=-2.34, Synergy_Loewe=-21.0, Synergy_HSA=-4.81. (6) Drug 1: C1=C(C(=O)NC(=O)N1)F. Drug 2: C1CC(CNC1)C2=CC=C(C=C2)N3C=C4C=CC=C(C4=N3)C(=O)N. Cell line: HT29. Synergy scores: CSS=54.2, Synergy_ZIP=8.42, Synergy_Bliss=9.91, Synergy_Loewe=7.04, Synergy_HSA=12.8. (7) Drug 2: C(CC(=O)O)C(=O)CN.Cl. Synergy scores: CSS=3.69, Synergy_ZIP=-0.767, Synergy_Bliss=0.958, Synergy_Loewe=0.413, Synergy_HSA=0.649. Drug 1: CCC1(CC2CC(C3=C(CCN(C2)C1)C4=CC=CC=C4N3)(C5=C(C=C6C(=C5)C78CCN9C7C(C=CC9)(C(C(C8N6C=O)(C(=O)OC)O)OC(=O)C)CC)OC)C(=O)OC)O.OS(=O)(=O)O. Cell line: NCI-H226. (8) Drug 1: CN(C)C1=NC(=NC(=N1)N(C)C)N(C)C. Drug 2: CC1=C2C(C(=O)C3(C(CC4C(C3C(C(C2(C)C)(CC1OC(=O)C(C(C5=CC=CC=C5)NC(=O)OC(C)(C)C)O)O)OC(=O)C6=CC=CC=C6)(CO4)OC(=O)C)O)C)O. Cell line: NCIH23. Synergy scores: CSS=25.2, Synergy_ZIP=-1.71, Synergy_Bliss=1.11, Synergy_Loewe=-14.1, Synergy_HSA=0.603. (9) Drug 1: CN1CCC(CC1)COC2=C(C=C3C(=C2)N=CN=C3NC4=C(C=C(C=C4)Br)F)OC. Drug 2: CC(C)(C#N)C1=CC(=CC(=C1)CN2C=NC=N2)C(C)(C)C#N. Cell line: PC-3. Synergy scores: CSS=1.97, Synergy_ZIP=-2.67, Synergy_Bliss=-1.54, Synergy_Loewe=-5.09, Synergy_HSA=-1.48. (10) Drug 1: C1C(C(OC1N2C=C(C(=O)NC2=O)F)CO)O. Drug 2: C1=CC=C(C=C1)NC(=O)CCCCCCC(=O)NO. Cell line: HT29. Synergy scores: CSS=26.4, Synergy_ZIP=2.96, Synergy_Bliss=5.82, Synergy_Loewe=-13.4, Synergy_HSA=4.71.